Task: Predict which catalyst facilitates the given reaction.. Dataset: Catalyst prediction with 721,799 reactions and 888 catalyst types from USPTO (1) Product: [C:9]([O:29][C:27]([N:21]1[C:22]2[C:17](=[CH:16][C:15]([C:11]3[CH:12]=[N:13][CH:14]=[C:9]([CH2:8][O:7][CH:4]4[CH2:5][CH2:6][O:1][CH2:2][CH2:3]4)[CH:10]=3)=[CH:24][N:23]=2)[CH2:18][CH2:19][CH2:20]1)=[O:28])([CH3:10])([CH3:14])[CH3:8]. The catalyst class is: 2. Reactant: [O:1]1[CH2:6][CH2:5][CH:4]([O:7][CH2:8][C:9]2[CH:10]=[C:11]([C:15]3[CH:16]=[C:17]4[C:22](=[N:23][CH:24]=3)[NH:21][CH2:20][CH2:19][CH2:18]4)[CH:12]=[N:13][CH:14]=2)[CH2:3][CH2:2]1.FC(F)(F)[C:27]([OH:29])=[O:28]. (2) Reactant: [O:1]1[CH2:6][CH2:5][N:4]([CH2:7][CH2:8][O:9][C:10]2[CH:15]=[CH:14][N:13]=[C:12]([NH2:16])[CH:11]=2)[CH2:3][CH2:2]1.Cl[CH:18]([CH:24]=O)[C:19]([O:21][CH2:22][CH3:23])=[O:20]. Product: [O:1]1[CH2:6][CH2:5][N:4]([CH2:7][CH2:8][O:9][C:10]2[CH:15]=[CH:14][N:13]3[C:18]([C:19]([O:21][CH2:22][CH3:23])=[O:20])=[CH:24][N:16]=[C:12]3[CH:11]=2)[CH2:3][CH2:2]1. The catalyst class is: 8. (3) Reactant: [CH2:1]([O:8][C:9]([CH:11]1[CH2:14][C:13](=O)[CH2:12]1)=[O:10])[C:2]1[CH:7]=[CH:6][CH:5]=[CH:4][CH:3]=1.[CH2:16]([NH:18][CH2:19][CH3:20])[CH3:17].C(O[BH-](OC(=O)C)OC(=O)C)(=O)C.[Na+].[Cl-].[NH4+]. Product: [CH2:1]([O:8][C:9]([C@H:11]1[CH2:14][C@@H:13]([N:18]([CH2:19][CH3:20])[CH2:16][CH3:17])[CH2:12]1)=[O:10])[C:2]1[CH:7]=[CH:6][CH:5]=[CH:4][CH:3]=1. The catalyst class is: 4. (4) Reactant: N1C=CC=CC=1.C(Cl)Cl.[CH2:10]([C:12]1[N:17]=[CH:16][C:15]([S:18](Cl)(=[O:20])=[O:19])=[CH:14][CH:13]=1)[CH3:11].[NH2:22][C:23]1[CH:24]=[N:25][C:26]2[C:31]([CH:32]=1)=[CH:30][CH:29]=[CH:28][C:27]=2[Br:33]. Product: [Br:33][C:27]1[CH:28]=[CH:29][CH:30]=[C:31]2[C:26]=1[N:25]=[CH:24][C:23]([NH:22][S:18]([C:15]1[CH:16]=[N:17][C:12]([CH2:10][CH3:11])=[CH:13][CH:14]=1)(=[O:20])=[O:19])=[CH:32]2. The catalyst class is: 6. (5) Product: [Cl:14][C:12]1[NH:13][N:7]=[C:8]([C:9]([NH:4][C:5]2[CH:16]=[CH:2][C:21]([C:24]([F:27])([F:26])[F:25])=[CH:20][N:19]=2)=[O:10])[CH:11]=1. The catalyst class is: 79. Reactant: Cl[C:2]1[CH:16]=[C:5]2C(=O)[N:7]3[N:13]=[C:12]([Cl:14])[CH:11]=[C:8]3[C:9](=[O:10])[N:4]2N=1.NC1C=C[C:21]([C:24]([F:27])([F:26])[F:25])=[CH:20][N:19]=1. (6) Reactant: [F:1][C:2]1[CH:11]=[C:10]2[C:5]([C:6]([OH:17])=[C:7]([C:12]([O:14]CC)=[O:13])[CH:8]=[N:9]2)=[CH:4][C:3]=1[O:18][CH3:19].[OH-].[Na+].Cl. Product: [F:1][C:2]1[CH:11]=[C:10]2[C:5]([C:6]([OH:17])=[C:7]([C:12]([OH:14])=[O:13])[CH:8]=[N:9]2)=[CH:4][C:3]=1[O:18][CH3:19]. The catalyst class is: 6. (7) Reactant: [NH2:1][C:2]1[O:3][CH2:4][C@:5]2([C:19]3[C:14](=[N:15][CH:16]=[C:17](Br)[CH:18]=3)[O:13][C:12]3[C:7]2=[CH:8][C:9]([OH:21])=[CH:10][CH:11]=3)[N:6]=1.B(O)(O)[C:23]1[CH:24]=[CH:25][C:26]([CH3:29])=[CH:27][CH:28]=1.C(=O)([O-])[O-].[K+].[K+]. Product: [NH2:1][C:2]1[O:3][CH2:4][C@:5]2([C:19]3[C:14](=[N:15][CH:16]=[C:17]([C:23]4[CH:28]=[CH:27][C:26]([CH3:29])=[CH:25][CH:24]=4)[CH:18]=3)[O:13][C:12]3[C:7]2=[CH:8][C:9]([OH:21])=[CH:10][CH:11]=3)[N:6]=1. The catalyst class is: 73.